The task is: Binary Classification. Given a drug SMILES string, predict its activity (active/inactive) in a high-throughput screening assay against a specified biological target.. This data is from HIV replication inhibition screening data with 41,000+ compounds from the AIDS Antiviral Screen. (1) The compound is C=C1CC2C3C=C(C)C4=CC(=O)CCC4(C)C3CCC2(C)C1(OC(C)=O)C(C)=O. The result is 0 (inactive). (2) The compound is O=Cc1cn(S(=O)(=O)c2ccccc2)c2ccccc12. The result is 0 (inactive). (3) The compound is Oc1nnc(O)c2c1ccc1oc3ccccc3c12. The result is 0 (inactive). (4) The drug is CC1(c2ccccc2)CCN(C2CC2)CO1.Cl. The result is 0 (inactive). (5) The molecule is N#CC1C2C1C1C=CC2n2c(=O)n(-c3ccccc3)c(=O)n21. The result is 0 (inactive). (6) The molecule is COC1CC(OC2C(C)OC(OC3C(C)OC(OC4C(C)OC(OC5CCC6(C)C(=CCC7(O)C6CC(OC(=O)C=C(C)C(C)C)C6(C)C(O)(C(C)=O)CCC76O)C5)CC4OC)CC3OC)CC2OC)OC(C)C1O. The result is 0 (inactive).